Dataset: Full USPTO retrosynthesis dataset with 1.9M reactions from patents (1976-2016). Task: Predict the reactants needed to synthesize the given product. (1) Given the product [CH3:19][N:15]1[C:16]2[C:11](=[CH:10][C:9]([C:5]3[CH:4]=[C:3]([CH2:2][NH:1][C:41](=[O:44])[CH2:42][CH3:43])[CH:8]=[N:7][CH:6]=3)=[CH:18][CH:17]=2)[CH2:12][CH2:13][C:14]1=[O:20], predict the reactants needed to synthesize it. The reactants are: [NH2:1][CH2:2][C:3]1[CH:4]=[C:5]([C:9]2[CH:10]=[C:11]3[C:16](=[CH:17][CH:18]=2)[N:15]([CH3:19])[C:14](=[O:20])[CH2:13][CH2:12]3)[CH:6]=[N:7][CH:8]=1.CCN=C=NCCCN(C)C.CCN(C(C)C)C(C)C.[C:41](O)(=[O:44])[CH2:42][CH3:43].[NH4+].[Cl-]. (2) Given the product [CH3:1][CH2:2][O:3][C:4]1[N:12]([CH2:13][C:14]2[CH:19]=[CH:18][C:17]([C:20]3[CH:21]=[CH:22][CH:23]=[CH:24][C:25]=3[C:26]3[N:27]=[N:28][NH:29][N:30]=3)=[CH:16][CH:15]=2)[C:11]2[C:10]([C:50]([O:52][CH:53]([O:55][C:56]([O:58][CH:59]3[CH2:60][CH2:61][CH2:62][CH2:63][CH2:64]3)=[O:57])[CH3:54])=[O:51])=[CH:9][CH:8]=[CH:7][C:6]=2[N:5]=1, predict the reactants needed to synthesize it. The reactants are: [CH3:1][CH2:2][O:3][C:4]1[N:12]([CH2:13][C:14]2[CH:19]=[CH:18][C:17]([C:20]3[C:25]([C:26]4[N:30](C(C5C=CC=CC=5)(C5C=CC=CC=5)C5C=CC=CC=5)[N:29]=[N:28][N:27]=4)=[CH:24][CH:23]=[CH:22][CH:21]=3)=[CH:16][CH:15]=2)[C:11]2[C:6](=[CH:7][CH:8]=[CH:9][C:10]=2[C:50]([O:52][CH:53]([O:55][C:56]([O:58][CH:59]2[CH2:64][CH2:63][CH2:62][CH2:61][CH2:60]2)=[O:57])[CH3:54])=[O:51])[N:5]=1.C1(C)C=CC=CC=1.CO. (3) The reactants are: C1(P(C2C=CC=CC=2)C2C=CC=CC=2)C=CC=CC=1.N1C=CN=C1.[I:25]I.[N+:27]([C:30]1[CH:35]=[CH:34][C:33]([CH2:36][CH2:37]O)=[CH:32][CH:31]=1)([O-:29])=[O:28]. Given the product [I:25][CH2:37][CH2:36][C:33]1[CH:34]=[CH:35][C:30]([N+:27]([O-:29])=[O:28])=[CH:31][CH:32]=1, predict the reactants needed to synthesize it. (4) Given the product [NH2:5][C@@H:9]([CH2:10][C:11]1[C:12]([F:18])=[CH:13][CH:14]=[CH:15][C:16]=1[F:17])[CH2:19][N:20]1[C:21](=[O:30])[C:22]2[C:27](=[CH:26][CH:25]=[CH:24][CH:23]=2)[C:28]1=[O:29], predict the reactants needed to synthesize it. The reactants are: CC([N:5]([C@H:9]([CH2:19][N:20]1[C:28](=[O:29])[C:27]2[C:22](=[CH:23][CH:24]=[CH:25][CH:26]=2)[C:21]1=[O:30])[CH2:10][C:11]1[C:16]([F:17])=[CH:15][CH:14]=[CH:13][C:12]=1[F:18])C(=O)[O-])(C)C.Cl.O1CCOCC1. (5) Given the product [CH3:29][N:30]1[CH:34]=[C:33]([C:2]2[N:7]=[C:6]([CH:8]3[CH2:13][CH2:12][CH2:11][N:10]([C:14]([O:16][C:17]([CH3:20])([CH3:19])[CH3:18])=[O:15])[CH2:9]3)[CH:5]=[C:4]([NH:21][C:22]3[CH:27]=[C:26]([CH3:28])[CH:25]=[CH:24][N:23]=3)[N:3]=2)[CH:32]=[N:31]1, predict the reactants needed to synthesize it. The reactants are: Cl[C:2]1[N:7]=[C:6]([CH:8]2[CH2:13][CH2:12][CH2:11][N:10]([C:14]([O:16][C:17]([CH3:20])([CH3:19])[CH3:18])=[O:15])[CH2:9]2)[CH:5]=[C:4]([NH:21][C:22]2[CH:27]=[C:26]([CH3:28])[CH:25]=[CH:24][N:23]=2)[N:3]=1.[CH3:29][N:30]1[CH:34]=[C:33](B2OC(C)(C)C(C)(C)O2)[CH:32]=[N:31]1.C([O-])([O-])=O.[Cs+].[Cs+]. (6) The reactants are: [CH3:1][N:2]1[CH:10]=[C:9]2[C:4]([CH:5]=[C:6]([NH:11][C:12]([C:14]3[CH:19]=[CH:18][CH:17]=[CH:16][C:15]=3[NH:20][CH2:21][C:22]3[CH:27]=[CH:26][N:25]=[C:24]([NH:28][C:29]([N:31]4[CH2:36][CH2:35][C:34](=[O:37])[CH2:33][CH2:32]4)=[O:30])[CH:23]=3)=[O:13])[CH:7]=[CH:8]2)=[N:3]1.[BH4-].[Na+]. Given the product [CH3:1][N:2]1[CH:10]=[C:9]2[C:4]([CH:5]=[C:6]([NH:11][C:12]([C:14]3[CH:19]=[CH:18][CH:17]=[CH:16][C:15]=3[NH:20][CH2:21][C:22]3[CH:27]=[CH:26][N:25]=[C:24]([NH:28][C:29]([N:31]4[CH2:36][CH2:35][CH:34]([OH:37])[CH2:33][CH2:32]4)=[O:30])[CH:23]=3)=[O:13])[CH:7]=[CH:8]2)=[N:3]1, predict the reactants needed to synthesize it. (7) Given the product [Cl:27][C:4]1[C:3]2[CH:23]=[CH:24][CH:25]=[CH:26][C:2]=2[S:1][C:5]=1[C:6]1[S:10][C:9]([N:11]([CH3:22])[CH:12]2[CH2:17][C:16]([CH3:18])([CH3:19])[NH:15][C:14]([CH3:20])([CH3:21])[CH2:13]2)=[N:8][N:7]=1, predict the reactants needed to synthesize it. The reactants are: [S:1]1[C:5]([C:6]2[S:10][C:9]([N:11]([CH3:22])[CH:12]3[CH2:17][C:16]([CH3:19])([CH3:18])[NH:15][C:14]([CH3:21])([CH3:20])[CH2:13]3)=[N:8][N:7]=2)=[CH:4][C:3]2[CH:23]=[CH:24][CH:25]=[CH:26][C:2]1=2.[Cl:27]N1C(=O)CCC1=O.